From a dataset of Reaction yield outcomes from USPTO patents with 853,638 reactions. Predict the reaction yield, written as a fraction of the theoretical maximum amount of product (1.0 means a 100% yield; for example, 0.34 means a 34% yield). (1) The reactants are [F:1][C:2]([F:13])([F:12])[O:3][C:4]1[CH:11]=[CH:10][C:7]([CH:8]=O)=[CH:6][CH:5]=1.[CH3:14][C@H:15]1[CH2:20][NH:19][CH2:18][C@@H:17]([CH3:21])[NH:16]1.C(O[BH-](OC(=O)C)OC(=O)C)(=O)C.[Na+]. The catalyst is C(Cl)Cl. The product is [CH3:14][C@H:15]1[NH:16][C@@H:17]([CH3:21])[CH2:18][N:19]([CH2:8][C:7]2[CH:10]=[CH:11][C:4]([O:3][C:2]([F:13])([F:12])[F:1])=[CH:5][CH:6]=2)[CH2:20]1. The yield is 0.800. (2) The reactants are [F:1][C:2]1[CH:7]=[CH:6][C:5]([C:8]2[CH:9]=[CH:10][C:11]([N:14]3[CH2:19][CH2:18][N:17](C=O)[CH2:16][CH2:15]3)=[N:12][CH:13]=2)=[CH:4][CH:3]=1.[ClH:22]. The catalyst is CO. The product is [ClH:22].[F:1][C:2]1[CH:3]=[CH:4][C:5]([C:8]2[CH:9]=[CH:10][C:11]([N:14]3[CH2:15][CH2:16][NH:17][CH2:18][CH2:19]3)=[N:12][CH:13]=2)=[CH:6][CH:7]=1. The yield is 1.00. (3) The reactants are [Cl:1]C1C=C(C(C)C(O)=O)C=CC=1.Cl[C:14]1[C:32]([C:33]([F:36])([F:35])[F:34])=[CH:31][CH:30]=[CH:29][C:15]=1[CH2:16][NH:17][C:18](=[O:28])[CH:19]([C:21]1[CH:26]=[CH:25][CH:24]=[CH:23][C:22]=1[Cl:27])[CH3:20]. No catalyst specified. The yield is 0.220. The product is [Cl:1][C:32]1([C:33]([F:36])([F:35])[F:34])[CH:31]=[CH:30][CH:29]=[C:15]([CH2:16][NH:17][C:18](=[O:28])[CH:19]([C:21]2[CH:26]=[CH:25][CH:24]=[CH:23][C:22]=2[Cl:27])[CH3:20])[CH2:14]1. (4) No catalyst specified. The reactants are [Br:1][C:2]1[CH:10]=[C:6]([C:7]([OH:9])=O)[C:5]([OH:11])=[CH:4][CH:3]=1.[Cl:12][C:13]1[CH:14]=[C:15]([CH:17]=[CH:18][CH:19]=1)[NH2:16]. The yield is 0.631. The product is [Br:1][C:2]1[CH:3]=[CH:4][C:5]([OH:11])=[C:6]([CH:10]=1)[C:7]([NH:16][C:15]1[CH:17]=[CH:18][CH:19]=[C:13]([Cl:12])[CH:14]=1)=[O:9].